Regression/Classification. Given a drug SMILES string, predict its absorption, distribution, metabolism, or excretion properties. Task type varies by dataset: regression for continuous measurements (e.g., permeability, clearance, half-life) or binary classification for categorical outcomes (e.g., BBB penetration, CYP inhibition). For this dataset (clearance_microsome_az), we predict log10(clearance) (log10 of the in vitro intrinsic clearance, CLint, in uL/min per mg of human liver microsomal protein, equivalently mL/min/g; values are censored to the assay range of 3 to 150, which is 0.477 to 2.18 on this log10 scale). From a dataset of Microsomal clearance measurements from AstraZeneca. (1) The molecule is CSCCC(NC(=O)c1ccccc1)c1nc2ccccc2n1Cc1ccc(C#N)cc1. The log10(clearance) is 2.18. (2) The compound is O=C(NC[C@@H](O)CN1CCC(Oc2ccc(Cl)c(Cl)c2)CC1)c1c[nH]c(=O)c2ccccc12. The log10(clearance) is 1.24. (3) The compound is COc1ccc2c(Oc3ccc(CC(=O)Nc4cn(C)nc4C)c(OC)c3)ccnc2c1. The log10(clearance) is 1.39. (4) The drug is CCOc1ccc(NC(C)=O)cc1. The log10(clearance) is 1.39. (5) The log10(clearance) is 0.600. The drug is Cc1ccc(NC(=O)C2CC2)cc1-n1cnc2ccc(N3CCN(C)CC3)cc2c1=O. (6) The log10(clearance) is 1.30. The drug is COc1nc2ccc(Br)cc2cc1[C@@H](c1ccccc1)[C@@](O)(CCN(C)C)c1cccc2ccccc12. (7) The log10(clearance) is 0.720. The drug is O=S1(=O)CC(O)C(N2CCC(c3ccccc3)CC2)C1. (8) The compound is CS(=O)(=O)c1ccc(-c2cnc(N)c(C(=O)Nc3ccccc3)n2)cc1. The log10(clearance) is 0.620.